From a dataset of Forward reaction prediction with 1.9M reactions from USPTO patents (1976-2016). Predict the product of the given reaction. Given the reactants [I-].[CH3:2][P+](C1C=CC=CC=1)(C1C=CC=CC=1)C1C=CC=CC=1.CC(C)([O-])C.[K+].[F:28][C:29]1[CH:30]=[CH:31][CH:32]=[C:33]2[C:37]=1[NH:36][N:35]=[C:34]2[C:38](=O)[CH3:39].CCCCCC, predict the reaction product. The product is: [F:28][C:29]1[CH:30]=[CH:31][CH:32]=[C:33]2[C:37]=1[NH:36][N:35]=[C:34]2[C:38]([CH3:39])=[CH2:2].